Dataset: Full USPTO retrosynthesis dataset with 1.9M reactions from patents (1976-2016). Task: Predict the reactants needed to synthesize the given product. (1) Given the product [F:23][C:24]1([F:28])[CH2:27][N:26]([C:18]([C:12]2[S:13][C:14]3[CH2:15][CH2:16][O:17][C:8]4[CH:7]=[C:6]([C:4]5[CH:3]=[N:2][NH:1][CH:5]=5)[CH:22]=[CH:21][C:9]=4[C:10]=3[N:11]=2)=[O:20])[CH2:25]1, predict the reactants needed to synthesize it. The reactants are: [NH:1]1[CH:5]=[C:4]([C:6]2[CH:22]=[CH:21][C:9]3[C:10]4[N:11]=[C:12]([C:18]([OH:20])=O)[S:13][C:14]=4[CH2:15][CH2:16][O:17][C:8]=3[CH:7]=2)[CH:3]=[N:2]1.[F:23][C:24]1([F:28])[CH2:27][NH:26][CH2:25]1. (2) Given the product [Cl:1][C:2]1[CH:3]=[C:4]([C:8]2[N:9]=[C:10]([N:16]3[C:20]4[CH:21]=[C:22]([O:25][CH2:26][CH:27]5[CH2:28][CH2:29][N:30]([CH3:35])[CH2:31][CH2:32]5)[CH:23]=[CH:24][C:19]=4[N:18]=[CH:17]3)[S:11][C:12]=2[C:13]([NH2:15])=[O:14])[CH:5]=[CH:6][CH:7]=1, predict the reactants needed to synthesize it. The reactants are: [Cl:1][C:2]1[CH:3]=[C:4]([C:8]2[N:9]=[C:10]([N:16]3[C:20]4[CH:21]=[C:22]([O:25][CH2:26][CH:27]5[CH2:32][CH2:31][NH:30][CH2:29][CH2:28]5)[CH:23]=[CH:24][C:19]=4[N:18]=[CH:17]3)[S:11][C:12]=2[C:13]([NH2:15])=[O:14])[CH:5]=[CH:6][CH:7]=1.C=O.[C:35](O)(=O)C.C(O[BH-](OC(=O)C)OC(=O)C)(=O)C.[Na+]. (3) Given the product [Br:58][C:59]1[CH:60]=[C:61]([CH2:66][NH:67][C:29]([C:27]2[CH:26]=[CH:25][CH:24]=[C:23]([C:21]([NH:20][CH2:19][C:10]3[C:11]([NH:12][CH:13]4[CH2:18][CH2:17][O:16][CH2:15][CH2:14]4)=[C:6]4[CH:5]=[N:4][N:3]([CH2:1][CH3:2])[C:7]4=[N:8][C:9]=3[CH2:32][CH3:33])=[O:22])[N:28]=2)=[O:30])[CH:62]=[CH:63][C:64]=1[CH3:65], predict the reactants needed to synthesize it. The reactants are: [CH2:1]([N:3]1[C:7]2=[N:8][C:9]([CH2:32][CH3:33])=[C:10]([CH2:19][NH:20][C:21]([C:23]3[N:28]=[C:27]([C:29](O)=[O:30])[CH:26]=[CH:25][CH:24]=3)=[O:22])[C:11]([NH:12][CH:13]3[CH2:18][CH2:17][O:16][CH2:15][CH2:14]3)=[C:6]2[CH:5]=[N:4]1)[CH3:2].CN(C(ON1N=NC2C=CC=CC1=2)=[N+](C)C)C.F[P-](F)(F)(F)(F)F.[Br:58][C:59]1[CH:60]=[C:61]([CH2:66][NH2:67])[CH:62]=[CH:63][C:64]=1[CH3:65]. (4) Given the product [CH3:12][O:13][C:14]1[CH:15]=[C:16]([C:20]2[CH:21]=[C:3]([C:2]([OH:11])=[O:25])[C:4]3[C:9](=[CH:8][CH:7]=[CH:6][CH:5]=3)[N:1]=2)[CH:17]=[CH:18][CH:19]=1, predict the reactants needed to synthesize it. The reactants are: [NH:1]1[C:9]2[C:4](=[CH:5][CH:6]=[CH:7][CH:8]=2)[C:3](=O)[C:2]1=[O:11].[CH3:12][O:13][C:14]1[CH:15]=[C:16]([C:20](=O)[CH3:21])[CH:17]=[CH:18][CH:19]=1.C(C1C=CC(=O)NC=1C)(=[O:25])C. (5) Given the product [O:2]1[C:6]2[CH:7]=[CH:8][CH:9]=[C:10]([CH:11]3[CH2:16][CH2:15][N:14]([CH2:17][CH2:18][C@H:19]4[CH2:20][CH2:21][C@H:22]([NH:25][C:30]([CH:28]5[CH2:29][C:27]5([F:33])[F:26])=[O:31])[CH2:23][CH2:24]4)[CH2:13][CH2:12]3)[C:5]=2[O:4][CH2:3]1, predict the reactants needed to synthesize it. The reactants are: Cl.[O:2]1[C:6]2[CH:7]=[CH:8][CH:9]=[C:10]([CH:11]3[CH2:16][CH2:15][N:14]([CH2:17][CH2:18][C@H:19]4[CH2:24][CH2:23][C@H:22]([NH2:25])[CH2:21][CH2:20]4)[CH2:13][CH2:12]3)[C:5]=2[O:4][CH2:3]1.[F:26][C:27]1([F:33])[CH2:29][CH:28]1[C:30](O)=[O:31]. (6) The reactants are: [Cl:1][C:2]1[CH:3]=[C:4]([CH:8]([CH3:12])[C:9](O)=[O:10])[CH:5]=[CH:6][CH:7]=1.C([NH2:15])C.CS(Cl)(=O)=O. Given the product [Cl:1][C:2]1[CH:3]=[C:4]([CH:8]([CH3:12])[C:9]([NH2:15])=[O:10])[CH:5]=[CH:6][CH:7]=1, predict the reactants needed to synthesize it.